Task: Predict the reactants needed to synthesize the given product.. Dataset: Full USPTO retrosynthesis dataset with 1.9M reactions from patents (1976-2016) (1) Given the product [O:16]=[C:10]1[CH2:15][CH2:14][CH2:13][CH:12]([NH:1][C:2]2[CH:9]=[CH:8][C:5]([C:6]#[N:7])=[CH:4][CH:3]=2)[CH2:11]1, predict the reactants needed to synthesize it. The reactants are: [NH2:1][C:2]1[CH:9]=[CH:8][C:5]([C:6]#[N:7])=[CH:4][CH:3]=1.[C:10]1(=[O:16])[CH2:15][CH2:14][CH2:13][CH:12]=[CH:11]1. (2) Given the product [F:10][C:11]1[CH:18]=[CH:17][CH:16]=[C:15]([O:9][CH2:8][CH:3]2[CH2:7][CH2:6][CH2:5][CH2:4]2)[C:12]=1[C:13]#[N:14], predict the reactants needed to synthesize it. The reactants are: [H-].[Na+].[CH:3]1([CH2:8][OH:9])[CH2:7][CH2:6][CH2:5][CH2:4]1.[F:10][C:11]1[CH:18]=[CH:17][CH:16]=[C:15](F)[C:12]=1[C:13]#[N:14].O. (3) Given the product [Br:1][C:2]1[C:3]([S:19][CH:20]([CH2:24][CH3:25])[CH:21]([OH:23])[CH3:22])=[N:4][C:5]([NH:8][C:9]2[CH:10]=[CH:11][C:12]([S:15]([NH2:18])(=[O:17])=[O:16])=[N:13][CH:14]=2)=[N:6][CH:7]=1, predict the reactants needed to synthesize it. The reactants are: [Br:1][C:2]1[C:3]([S:19][CH:20]([CH2:24][CH3:25])[C:21](=[O:23])[CH3:22])=[N:4][C:5]([NH:8][C:9]2[CH:10]=[CH:11][C:12]([S:15]([NH2:18])(=[O:17])=[O:16])=[N:13][CH:14]=2)=[N:6][CH:7]=1.[BH4-].[Na+]. (4) Given the product [C:1]([O:5][C:6](=[O:32])[C@@H:7]([N:9]([C:10]1[CH:31]=[CH:30][C:13]2[C:14]3[N:18]([CH2:19][CH2:20][O:21][C:12]=2[CH:11]=1)[CH:17]=[C:16]([C:22]1[N:23]([CH:27]([CH3:28])[CH3:29])[N:24]=[CH:25][N:26]=1)[N:15]=3)[CH3:35])[CH3:8])([CH3:3])([CH3:2])[CH3:4], predict the reactants needed to synthesize it. The reactants are: [C:1]([O:5][C:6](=[O:32])[C@@H:7]([NH:9][C:10]1[CH:31]=[CH:30][C:13]2[C:14]3[N:18]([CH2:19][CH2:20][O:21][C:12]=2[CH:11]=1)[CH:17]=[C:16]([C:22]1[N:23]([CH:27]([CH3:29])[CH3:28])[N:24]=[CH:25][N:26]=1)[N:15]=3)[CH3:8])([CH3:4])([CH3:3])[CH3:2].C=O.[C:35](O[BH-](OC(=O)C)OC(=O)C)(=O)C.[Na+]. (5) Given the product [CH2:1]([O:8][C:9]1[C:10]([CH2:20][CH:21]([C:33]2[CH:32]=[CH:31][C:30]([CH2:29][N:23]3[CH2:28][CH2:27][O:26][CH2:25][CH2:24]3)=[CH:35][CH:34]=2)[OH:22])=[CH:11][C:12]([Cl:19])=[C:13]2[C:18]=1[N:17]=[CH:16][CH:15]=[CH:14]2)[C:2]1[CH:7]=[CH:6][CH:5]=[CH:4][CH:3]=1, predict the reactants needed to synthesize it. The reactants are: [CH2:1]([O:8][C:9]1[C:10]([CH2:20][CH:21]=[O:22])=[CH:11][C:12]([Cl:19])=[C:13]2[C:18]=1[N:17]=[CH:16][CH:15]=[CH:14]2)[C:2]1[CH:7]=[CH:6][CH:5]=[CH:4][CH:3]=1.[N:23]1([CH2:29][C:30]2[CH:35]=[CH:34][C:33]([Mg]Br)=[CH:32][CH:31]=2)[CH2:28][CH2:27][O:26][CH2:25][CH2:24]1. (6) Given the product [ClH:1].[CH2:2]([O:6][C:7]1[CH:8]=[CH:9][C:10]([S:13]([C:16]2([C:22]([NH:24][OH:25])=[O:23])[CH2:21][CH2:20][N:19]([CH2:38][C:30]3[CH:29]=[CH:28][CH:37]=[CH:36][C:31]=3[C:32]([O:34][CH3:35])=[O:33])[CH2:18][CH2:17]2)(=[O:14])=[O:15])=[CH:11][CH:12]=1)[C:3]#[C:4][CH3:5], predict the reactants needed to synthesize it. The reactants are: [ClH:1].[CH2:2]([O:6][C:7]1[CH:12]=[CH:11][C:10]([S:13]([C:16]2([C:22]([NH:24][OH:25])=[O:23])[CH2:21][CH2:20][NH:19][CH2:18][CH2:17]2)(=[O:15])=[O:14])=[CH:9][CH:8]=1)[C:3]#[C:4][CH3:5].BrC[C:28]1[CH:37]=[CH:36][C:31]([C:32]([O:34][CH3:35])=[O:33])=[CH:30][CH:29]=1.[CH2:38](N(CC)CC)C.Cl. (7) Given the product [Br:42][C:43]1[CH:48]=[C:47]([F:49])[CH:46]=[CH:45][C:44]=1[CH2:50][NH:51][C:8](=[O:10])[CH2:7][C:6]1[C:2]([CH3:1])=[N:3][O:4][C:5]=1[CH3:11], predict the reactants needed to synthesize it. The reactants are: [CH3:1][C:2]1[C:6]([CH2:7][C:8]([OH:10])=O)=[C:5]([CH3:11])[O:4][N:3]=1.CCN=C=NCCCN(C)C.Cl.ON1C2C=CC=CC=2N=N1.C(N1CCOCC1)C.[Br:42][C:43]1[CH:48]=[C:47]([F:49])[CH:46]=[CH:45][C:44]=1[CH2:50][NH2:51]. (8) Given the product [C:28]([NH:27][C:23]1[CH:22]=[C:21]([C:15]2[N:16]([CH3:20])[C:17]([S:19][CH2:32][CH2:33][C:34]([O:36][CH2:37][CH3:38])=[O:35])=[N:18][C:14]=2[C:11]2[CH:12]=[CH:13][C:8]([F:7])=[CH:9][CH:10]=2)[CH:26]=[CH:25][N:24]=1)(=[O:30])[CH3:29], predict the reactants needed to synthesize it. The reactants are: C([O-])([O-])=O.[K+].[K+].[F:7][C:8]1[CH:13]=[CH:12][C:11]([C:14]2[NH:18][C:17](=[S:19])[N:16]([CH3:20])[C:15]=2[C:21]2[CH:26]=[CH:25][N:24]=[C:23]([NH:27][C:28](=[O:30])[CH3:29])[CH:22]=2)=[CH:10][CH:9]=1.Br[CH2:32][CH2:33][C:34]([O:36][CH2:37][CH3:38])=[O:35]. (9) Given the product [ClH:1].[Cl:1][C:2]1[N:3]2[C:4](=[N:22][C:23]3[C:24]([C:25]2=[O:27])=[C:28]([F:32])[CH:29]=[CH:30][CH:31]=3)[C:5]2[C:10]([F:11])=[CH:9][N:8]([S:12]([C:15]3[CH:20]=[CH:19][C:18]([CH3:21])=[CH:17][CH:16]=3)(=[O:13])=[O:14])[C:6]=2[N:7]=1, predict the reactants needed to synthesize it. The reactants are: [Cl:1][C:2]1[N:3]=[C:4]([NH:22][C:23]2[CH:31]=[CH:30][CH:29]=[C:28]([F:32])[C:24]=2[C:25]([OH:27])=O)[C:5]2[C:10]([F:11])=[CH:9][N:8]([S:12]([C:15]3[CH:20]=[CH:19][C:18]([CH3:21])=[CH:17][CH:16]=3)(=[O:14])=[O:13])[C:6]=2[N:7]=1.CN(C=O)C.C(Cl)(=O)C(Cl)=O.